This data is from Forward reaction prediction with 1.9M reactions from USPTO patents (1976-2016). The task is: Predict the product of the given reaction. (1) Given the reactants C(=O)([O-])[O-].[Na+].[Na+].Cl[CH2:8][CH2:9][CH2:10][C:11]1[CH:12]=[C:13]2[C:18](=[CH:19][CH:20]=1)[NH:17][C:16](=[O:21])[C:15]([CH3:23])([CH3:22])[CH2:14]2.Cl.[N:25]1([C:31]2[C:35]3[CH:36]=[CH:37][CH:38]=[CH:39][C:34]=3[S:33][N:32]=2)[CH2:30][CH2:29][NH:28][CH2:27][CH2:26]1, predict the reaction product. The product is: [S:33]1[C:34]2[CH:39]=[CH:38][CH:37]=[CH:36][C:35]=2[C:31]([N:25]2[CH2:26][CH2:27][N:28]([CH2:8][CH2:9][CH2:10][C:11]3[CH:12]=[C:13]4[C:18](=[CH:19][CH:20]=3)[NH:17][C:16](=[O:21])[C:15]([CH3:23])([CH3:22])[CH2:14]4)[CH2:29][CH2:30]2)=[N:32]1. (2) The product is: [C:23]([O:22][C:20]([N:8]1[CH2:9][C@H:10]([O:12][CH2:13][C:14]2[CH:15]=[CH:16][CH:17]=[CH:18][CH:19]=2)[CH2:11][C@@H:7]1[CH2:5][OH:4])=[O:21])([CH3:26])([CH3:25])[CH3:24]. Given the reactants [BH4-].[Li+].C[O:4][C:5]([C@H:7]1[CH2:11][C@@H:10]([O:12][CH2:13][C:14]2[CH:19]=[CH:18][CH:17]=[CH:16][CH:15]=2)[CH2:9][N:8]1[C:20]([O:22][C:23]([CH3:26])([CH3:25])[CH3:24])=[O:21])=O, predict the reaction product.